Dataset: Forward reaction prediction with 1.9M reactions from USPTO patents (1976-2016). Task: Predict the product of the given reaction. (1) Given the reactants [NH2:1][C:2]1[C:11]([C:12]([O:14][CH3:15])=[O:13])=[CH:10][C:9]2[C:4](=[CH:5][C:6]([O:18][CH3:19])=[C:7]([O:16][CH3:17])[CH:8]=2)[N:3]=1.CO[CH:22](OC)[N:23]([CH3:25])[CH3:24].C1(C)C=CC(S(O)(=O)=O)=CC=1, predict the reaction product. The product is: [CH3:22][N:23](/[CH:25]=[N:1]/[C:2]1[C:11]([C:12]([O:14][CH3:15])=[O:13])=[CH:10][C:9]2[C:4](=[CH:5][C:6]([O:18][CH3:19])=[C:7]([O:16][CH3:17])[CH:8]=2)[N:3]=1)[CH3:24]. (2) Given the reactants C([O:5][C:6](=[O:41])[CH2:7][N:8]1[CH2:17][CH2:16][C:15]2[C:14]([O:18][C:19]3[CH:20]=[C:21]4[C:25](=[CH:26][CH:27]=3)[N:24]([C:28](=[O:40])[NH:29][C:30]3[CH:35]=[CH:34][CH:33]=[C:32]([C:36]([F:39])([F:38])[F:37])[CH:31]=3)[CH:23]=[CH:22]4)=[N:13][CH:12]=[N:11][C:10]=2[CH2:9]1)(C)(C)C.C(O)(C(F)(F)F)=O, predict the reaction product. The product is: [NH4+:8].[OH-:5].[F:39][C:36]([F:37])([F:38])[C:32]1[CH:31]=[C:30]([NH:29][C:28]([N:24]2[C:25]3[C:21](=[CH:20][C:19]([O:18][C:14]4[C:15]5[CH2:16][CH2:17][N:8]([CH2:7][C:6]([OH:41])=[O:5])[CH2:9][C:10]=5[N:11]=[CH:12][N:13]=4)=[CH:27][CH:26]=3)[CH:22]=[CH:23]2)=[O:40])[CH:35]=[CH:34][CH:33]=1. (3) Given the reactants [Br:1]Br.[CH3:3][C:4]1[S:5][CH:6]=[C:7]([C:9]2[CH:14]=[CH:13][C:12]([N+:15]([O-:17])=[O:16])=[CH:11][CH:10]=2)[N:8]=1, predict the reaction product. The product is: [Br:1][C:6]1[S:5][C:4]([CH3:3])=[N:8][C:7]=1[C:9]1[CH:10]=[CH:11][C:12]([N+:15]([O-:17])=[O:16])=[CH:13][CH:14]=1. (4) Given the reactants [NH2:1][CH:2]1[C:8](=[O:9])[N:7]([CH3:10])[C:6]2[CH:11]=[CH:12][CH:13]=[CH:14][C:5]=2[C:4]2[CH:15]=[CH:16][CH:17]=[CH:18][C:3]1=2.[F:19][C:20]1[CH:21]=[C:22]([CH:33]=[C:34]([F:36])[CH:35]=1)[CH2:23][NH:24][C:25](=[O:32])[CH:26]([CH2:30][CH3:31])[C:27](O)=[O:28], predict the reaction product. The product is: [F:19][C:20]1[CH:21]=[C:22]([CH:33]=[C:34]([F:36])[CH:35]=1)[CH2:23][NH:24][C:25](=[O:32])[CH:26]([CH2:30][CH3:31])[C:27]([NH:1][CH:2]1[C:8](=[O:9])[N:7]([CH3:10])[C:6]2[CH:11]=[CH:12][CH:13]=[CH:14][C:5]=2[C:4]2[CH:15]=[CH:16][CH:17]=[CH:18][C:3]1=2)=[O:28]. (5) Given the reactants [Br:1][C:2]1[NH:10][C:9]2[C:8](=[O:11])[NH:7][C:6](=[O:12])[N:5]([CH3:13])[C:4]=2[N:3]=1.[CH3:14][C:15]1[CH:22]=[CH:21][CH:20]=[CH:19][C:16]=1[CH2:17]Br, predict the reaction product. The product is: [Br:1][C:2]1[N:10]([CH2:14][C:15]2[CH:22]=[CH:21][CH:20]=[CH:19][C:16]=2[CH3:17])[C:9]2[C:8](=[O:11])[NH:7][C:6](=[O:12])[N:5]([CH3:13])[C:4]=2[N:3]=1. (6) The product is: [ClH:40].[ClH:40].[NH2:5][CH2:4][C:3]1[CH:13]=[CH:14][CH:15]=[CH:16][C:2]=1[C:60]1[C:54]2[O:53][C:52]([C:50]([NH:49][C@@H:43]3[CH:44]4[CH2:45][CH2:46][N:41]([CH2:48][CH2:47]4)[CH2:42]3)=[O:51])=[CH:56][C:55]=2[CH:57]=[CH:58][CH:59]=1. Given the reactants Br[C:2]1[CH:16]=[CH:15][CH:14]=[CH:13][C:3]=1[CH2:4][NH:5]C(=O)OC(C)(C)C.B1(B2OC(C)(C)C(C)(C)O2)OC(C)(C)C(C)(C)O1.C([O-])(=O)C.[K+].[ClH:40].[N:41]12[CH2:48][CH2:47][CH:44]([CH2:45][CH2:46]1)[C@@H:43]([NH:49][C:50]([C:52]1[O:53][C:54]3[C:60](Br)=[CH:59][CH:58]=[CH:57][C:55]=3[CH:56]=1)=[O:51])[CH2:42]2.C(=O)([O-])[O-].[Na+].[Na+], predict the reaction product. (7) Given the reactants F[C:2]1[CH:3]=[N:4][CH:5]=[CH:6][C:7]=1[C:8]1[O:9][C:10]2[CH:16]=[CH:15][C:14]([C:17]([F:20])([F:19])[F:18])=[CH:13][C:11]=2[N:12]=1.[C:21](=O)([O-])[O-:22].[K+].[K+], predict the reaction product. The product is: [CH3:21][O:22][C:2]1[CH:3]=[N:4][CH:5]=[CH:6][C:7]=1[C:8]1[O:9][C:10]2[CH:16]=[CH:15][C:14]([C:17]([F:20])([F:19])[F:18])=[CH:13][C:11]=2[N:12]=1. (8) Given the reactants [CH3:1][O:2][C:3]1[N:8]=[CH:7][C:6]([CH2:9][C:10]#[N:11])=[CH:5][CH:4]=1.C(=O)(O)[O-:13].[Na+], predict the reaction product. The product is: [CH3:1][O:2][C:3]1[N:8]=[CH:7][C:6]([CH2:9][C:10]([NH2:11])=[O:13])=[CH:5][CH:4]=1. (9) Given the reactants [CH2:1]([OH:19])[CH2:2][CH2:3]CCCCCCCCCCCCCCC.C1(CN=C=O)C(CN=C=[O:29])=CC=CC=1.C(C(CO)(CO)CC)O.C1C=C(C[N:50]=[C:51]=[O:52])C=C(CN=C=O)C=1.C([O-])(=O)CCCCCCCCCCC.C([Sn+2]CCCC)CCC.C([O-])(=O)CCCCCCCCCCC.COC1C=CC(O)=CC=1, predict the reaction product. The product is: [C:1]([OH:19])(=[O:29])[CH:2]=[CH2:3].[NH2:50][C:51]([O:19][CH2:1][CH3:2])=[O:52]. (10) Given the reactants [Na].[NH2:2][C:3]1[CH:8]=[CH:7][N:6]=[C:5](Cl)[C:4]=1[Br:10].Cl.[CH3:12][OH:13], predict the reaction product. The product is: [NH2:2][C:3]1[CH:8]=[CH:7][N:6]=[C:5]([O:13][CH3:12])[C:4]=1[Br:10].